From a dataset of Full USPTO retrosynthesis dataset with 1.9M reactions from patents (1976-2016). Predict the reactants needed to synthesize the given product. (1) Given the product [CH:28]1([NH:27][C:25]([C:10]2[N:11]=[N:12][N:13]([C:14]3[CH:19]=[CH:18][C:17]([C:20]([NH:22][CH2:23][CH3:24])=[O:21])=[CH:16][CH:15]=3)[C:9]=2[CH2:8][CH2:7][CH2:6][N:37]2[CH:41]=[CH:40][N:39]=[CH:38]2)=[O:26])[CH2:29][CH2:30]1, predict the reactants needed to synthesize it. The reactants are: CS(O[CH2:6][CH2:7][CH2:8][C:9]1[N:13]([C:14]2[CH:19]=[CH:18][C:17]([C:20]([NH:22][CH2:23][CH3:24])=[O:21])=[CH:16][CH:15]=2)[N:12]=[N:11][C:10]=1[C:25]([NH:27][CH:28]1[CH2:30][CH2:29]1)=[O:26])(=O)=O.C(=O)([O-])[O-].[K+].[K+].[NH:37]1[CH:41]=[CH:40][N:39]=[CH:38]1. (2) Given the product [CH3:1][O:2][C:3]1[CH:48]=[CH:47][C:6]([CH2:7][N:8]2[C:26](=[O:27])[N:25]3[CH:21]([CH2:22][CH:23]([O:28][C:29]4[CH:34]=[C:33]([C:35]5[CH:36]=[CH:37][CH:38]=[CH:39][CH:40]=5)[N:32]=[C:31]([O:41][CH3:42])[N:30]=4)[CH2:24]3)[C:20](=[O:43])[NH:19][C:18]3([C:44]([NH:67][S:64]([C:61]4([CH3:60])[CH2:63][CH2:62]4)(=[O:66])=[O:65])=[O:45])[CH:16]([CH2:17]3)[CH:15]=[CH:14][CH2:13][CH2:12][CH2:11][CH2:10][CH2:9]2)=[CH:5][CH:4]=1, predict the reactants needed to synthesize it. The reactants are: [CH3:1][O:2][C:3]1[CH:48]=[CH:47][C:6]([CH2:7][N:8]2[C:26](=[O:27])[N:25]3[CH:21]([CH2:22][CH:23]([O:28][C:29]4[CH:34]=[C:33]([C:35]5[CH:40]=[CH:39][CH:38]=[CH:37][CH:36]=5)[N:32]=[C:31]([O:41][CH3:42])[N:30]=4)[CH2:24]3)[C:20](=[O:43])[NH:19][C:18]3([C:44](O)=[O:45])[CH:16]([CH2:17]3)[CH:15]=[CH:14][CH2:13][CH2:12][CH2:11][CH2:10][CH2:9]2)=[CH:5][CH:4]=1.CCN=C=NCCCN(C)C.[CH3:60][C:61]1([S:64]([NH2:67])(=[O:66])=[O:65])[CH2:63][CH2:62]1.C1CCN2C(=NCCC2)CC1.C(O)(=O)CC(CC(O)=O)(C(O)=O)O. (3) Given the product [C:34]1([C:27]([C:28]2[CH:29]=[CH:30][CH:31]=[CH:32][CH:33]=2)=[N:40][C:2]2[CH:7]=[CH:6][C:5]([C:8]3[CH:13]=[CH:12][CH:11]=[CH:10][CH:9]=3)=[CH:4][CH:3]=2)[CH:35]=[CH:36][CH:37]=[CH:38][CH:39]=1, predict the reactants needed to synthesize it. The reactants are: Br[C:2]1[CH:7]=[CH:6][C:5]([C:8]2[CH:13]=[CH:12][CH:11]=[CH:10][CH:9]=2)=[CH:4][CH:3]=1.BrC1C=CC=CC=1C1C=CC=CC=1.[C:27](=[NH:40])([C:34]1[CH:39]=[CH:38][CH:37]=[CH:36][CH:35]=1)[C:28]1[CH:33]=[CH:32][CH:31]=[CH:30][CH:29]=1.CC(C)([O-])C.[Na+].C1(C(C2C=CC=CC=2)=C(P(C2CCCCC2)C2CCCCC2)C)C=CC=CC=1.[Cl-].[NH4+]. (4) Given the product [CH2:38]([N:29]([CH2:27][CH3:28])[CH2:30][CH2:31][N:32]1[CH2:33][CH2:34][N:35]([CH:14]([C:16]2[CH:21]=[CH:20][CH:19]=[CH:18][CH:17]=2)[CH2:13][N:10]2[CH2:11][CH2:12][CH:7]([N:1]3[CH2:6][CH2:5][CH2:4][CH2:3][CH2:2]3)[CH2:8][CH2:9]2)[CH2:36][CH2:37]1)[CH3:39], predict the reactants needed to synthesize it. The reactants are: [N:1]1([CH:7]2[CH2:12][CH2:11][N:10]([CH2:13][CH:14]([C:16]3[CH:21]=[CH:20][CH:19]=[CH:18][CH:17]=3)O)[CH2:9][CH2:8]2)[CH2:6][CH2:5][CH2:4][CH2:3][CH2:2]1.CS(Cl)(=O)=O.[CH2:27]([N:29]([CH2:38][CH3:39])[CH2:30][CH2:31][N:32]1[CH2:37][CH2:36][NH:35][CH2:34][CH2:33]1)[CH3:28]. (5) Given the product [CH2:19]([O:18][C:16](=[O:17])[C:15]1[CH:21]=[CH:22][C:12]([NH:11][C:2]2[C:3](=[O:10])[N:4]([CH3:9])[CH:5]=[C:6]([Br:8])[N:7]=2)=[CH:13][CH:14]=1)[CH3:20], predict the reactants needed to synthesize it. The reactants are: Br[C:2]1[C:3](=[O:10])[N:4]([CH3:9])[CH:5]=[C:6]([Br:8])[N:7]=1.[NH2:11][C:12]1[CH:22]=[CH:21][C:15]([C:16]([O:18][CH2:19][CH3:20])=[O:17])=[CH:14][CH:13]=1.CN1CCCC1=O.[OH-].[Na+]. (6) Given the product [Br:11][C:9]1[CH:10]=[C:4]([N+:1]([O-:3])=[O:2])[CH:5]=[CH:6][C:7]=1[NH2:8], predict the reactants needed to synthesize it. The reactants are: [N+:1]([C:4]1[CH:10]=[CH:9][C:7]([NH2:8])=[CH:6][CH:5]=1)([O-:3])=[O:2].[Br:11]Br.